Dataset: Catalyst prediction with 721,799 reactions and 888 catalyst types from USPTO. Task: Predict which catalyst facilitates the given reaction. (1) Reactant: [N+:1]([C:4]1[N:9]=[CH:8][C:7]([N:10]2[CH2:15][CH2:14][N:13]([C:16]([O:18][C:19]([CH3:22])([CH3:21])[CH3:20])=[O:17])[CH2:12][CH2:11]2)=[CH:6][CH:5]=1)([O-])=O. Product: [NH2:1][C:4]1[N:9]=[CH:8][C:7]([N:10]2[CH2:15][CH2:14][N:13]([C:16]([O:18][C:19]([CH3:22])([CH3:21])[CH3:20])=[O:17])[CH2:12][CH2:11]2)=[CH:6][CH:5]=1. The catalyst class is: 94. (2) Reactant: [CH3:1][N:2]1[CH2:7][CH2:6][CH:5]([NH:8][C:9](=[O:33])/[C:10](/[CH2:21][O:22][C:23]2[C:32]3[C:27](=[CH:28][CH:29]=[CH:30][CH:31]=3)[CH:26]=[CH:25][CH:24]=2)=[CH:11]/[C:12]2[CH:20]=[CH:19][C:15]([C:16](O)=[O:17])=[CH:14][CH:13]=2)[CH2:4][CH2:3]1.Cl.C(N=C=NCCCN(C)C)C.[O:46]1[CH2:51][CH2:50][CH2:49][CH2:48][CH:47]1[O:52][NH2:53].C(=O)([O-])[O-].[K+].[K+]. Product: [CH3:1][N:2]1[CH2:7][CH2:6][CH:5]([NH:8][C:9](=[O:33])/[C:10](/[CH2:21][O:22][C:23]2[C:32]3[C:27](=[CH:28][CH:29]=[CH:30][CH:31]=3)[CH:26]=[CH:25][CH:24]=2)=[CH:11]/[C:12]2[CH:13]=[CH:14][C:15]([C:16]([NH:53][O:52][CH:47]3[CH2:48][CH2:49][CH2:50][CH2:51][O:46]3)=[O:17])=[CH:19][CH:20]=2)[CH2:4][CH2:3]1. The catalyst class is: 289.